Dataset: Peptide-MHC class II binding affinity with 134,281 pairs from IEDB. Task: Regression. Given a peptide amino acid sequence and an MHC pseudo amino acid sequence, predict their binding affinity value. This is MHC class II binding data. (1) The peptide sequence is SGRLKFLDVCVALDM. The MHC is DRB4_0101 with pseudo-sequence DRB4_0103. The binding affinity (normalized) is 0.600. (2) The peptide sequence is LPLRRLLGLVAAGLD. The MHC is HLA-DPA10301-DPB10402 with pseudo-sequence HLA-DPA10301-DPB10402. The binding affinity (normalized) is 0.158. (3) The peptide sequence is MGMFNMLSTVLGVSI. The MHC is DRB1_0802 with pseudo-sequence DRB1_0802. The binding affinity (normalized) is 0.584. (4) The peptide sequence is ALLPRAGAAAAAALP. The MHC is DRB1_0701 with pseudo-sequence DRB1_0701. The binding affinity (normalized) is 0.409.